This data is from Merck oncology drug combination screen with 23,052 pairs across 39 cell lines. The task is: Regression. Given two drug SMILES strings and cell line genomic features, predict the synergy score measuring deviation from expected non-interaction effect. (1) Drug 1: CCC1(O)C(=O)OCc2c1cc1n(c2=O)Cc2cc3c(CN(C)C)c(O)ccc3nc2-1. Drug 2: CCc1cnn2c(NCc3ccc[n+]([O-])c3)cc(N3CCCCC3CCO)nc12. Cell line: UACC62. Synergy scores: synergy=11.0. (2) Drug 1: COc1cccc2c1C(=O)c1c(O)c3c(c(O)c1C2=O)CC(O)(C(=O)CO)CC3OC1CC(N)C(O)C(C)O1. Drug 2: CCc1cnn2c(NCc3ccc[n+]([O-])c3)cc(N3CCCCC3CCO)nc12. Cell line: RKO. Synergy scores: synergy=0.234. (3) Drug 1: COC1CC2CCC(C)C(O)(O2)C(=O)C(=O)N2CCCCC2C(=O)OC(C(C)CC2CCC(OP(C)(C)=O)C(OC)C2)CC(=O)C(C)C=C(C)C(O)C(OC)C(=O)C(C)CC(C)C=CC=CC=C1C. Drug 2: COC1=C2CC(C)CC(OC)C(O)C(C)C=C(C)C(OC(N)=O)C(OC)C=CC=C(C)C(=O)NC(=CC1=O)C2=O. Cell line: SKMES1. Synergy scores: synergy=25.8.